Dataset: Forward reaction prediction with 1.9M reactions from USPTO patents (1976-2016). Task: Predict the product of the given reaction. (1) Given the reactants [CH:1]([O:4][C:5]([N:7]1[C:16]2[C:11](=[N:12][C:13]([C:17]([F:20])([F:19])[F:18])=[CH:14][CH:15]=2)[C@H:10]([NH:21][C:22](=[O:24])[CH3:23])[CH2:9][C@@H:8]1[CH3:25])=[O:6])([CH3:3])[CH3:2].[F:26][C:27]([F:41])([F:40])[C:28]1[CH:29]=[C:30]([CH:33]=[C:34]([C:36]([F:39])([F:38])[F:37])[CH:35]=1)[CH2:31]Br.C[Si](C)(C)[N-][Si](C)(C)C.[Li+], predict the reaction product. The product is: [CH:1]([O:4][C:5]([N:7]1[C:16]2[C:11](=[N:12][C:13]([C:17]([F:18])([F:19])[F:20])=[CH:14][CH:15]=2)[C@H:10]([N:21]([C:22](=[O:24])[CH3:23])[CH2:31][C:30]2[CH:33]=[C:34]([C:36]([F:38])([F:39])[F:37])[CH:35]=[C:28]([C:27]([F:26])([F:40])[F:41])[CH:29]=2)[CH2:9][C@@H:8]1[CH3:25])=[O:6])([CH3:3])[CH3:2]. (2) Given the reactants Cl[C:2]1[CH:10]=[CH:9][CH:8]=[C:7]2[C:3]=1[CH2:4][N:5]([CH:12]1[CH2:17][CH2:16][C:15](=[O:18])[NH:14][C:13]1=[O:19])[C:6]2=[O:11].C([O-])=O.[NH4+:23], predict the reaction product. The product is: [NH2:23][C:2]1[CH:10]=[CH:9][CH:8]=[C:7]2[C:3]=1[CH2:4][N:5]([CH:12]1[CH2:17][CH2:16][C:15](=[O:18])[NH:14][C:13]1=[O:19])[C:6]2=[O:11]. (3) Given the reactants [CH3:1][Mg]Br.[Cl:4][C:5]1[N:10]=[CH:9][C:8]([NH:11][C:12](=[O:30])[C:13]2[CH:18]=[CH:17][N:16]=[C:15]([NH:19][C:20]3[CH:25]=[CH:24][C:23]([C:26]([F:29])([F:28])[F:27])=[CH:22][N:21]=3)[CH:14]=2)=[C:7]([C:31]([CH:33]2[CH2:35][CH2:34]2)=[O:32])[CH:6]=1, predict the reaction product. The product is: [Cl:4][C:5]1[N:10]=[CH:9][C:8]([NH:11][C:12](=[O:30])[C:13]2[CH:18]=[CH:17][N:16]=[C:15]([NH:19][C:20]3[CH:25]=[CH:24][C:23]([C:26]([F:28])([F:27])[F:29])=[CH:22][N:21]=3)[CH:14]=2)=[C:7]([C:31]([CH:33]2[CH2:35][CH2:34]2)([OH:32])[CH3:1])[CH:6]=1. (4) Given the reactants [Cl:1][C:2]1[C:10]2[C:5](=[C:6]([NH2:11])[CH:7]=[CH:8][CH:9]=2)[N:4]([CH2:12][O:13][CH3:14])[C:3]=1[C:15]1[S:16][CH:17]=[CH:18][N:19]=1.[S:20]1[CH:24]=[CH:23][CH:22]=[C:21]1[S:25](Cl)(=[O:27])=[O:26], predict the reaction product. The product is: [Cl:1][C:2]1[C:10]2[C:5](=[C:6]([NH:11][S:25]([C:21]3[S:20][CH:24]=[CH:23][CH:22]=3)(=[O:27])=[O:26])[CH:7]=[CH:8][CH:9]=2)[N:4]([CH2:12][O:13][CH3:14])[C:3]=1[C:15]1[S:16][CH:17]=[CH:18][N:19]=1. (5) Given the reactants [CH3:1][S:2]([C:5]1[CH:6]=[C:7]([C:11]2[CH:12]=[N:13][CH:14]=[CH:15][CH:16]=2)[CH:8]=[CH:9][CH:10]=1)(=[O:4])=[O:3].Cl, predict the reaction product. The product is: [CH3:1][S:2]([C:5]1[CH:6]=[C:7]([CH:11]2[CH2:16][CH2:15][CH2:14][NH:13][CH2:12]2)[CH:8]=[CH:9][CH:10]=1)(=[O:4])=[O:3]. (6) Given the reactants [CH2:1]([N:8]1[C:12]([NH2:13])=[C:11]([C:14]2[CH:19]=[CH:18][C:17]([Br:20])=[C:16]([O:21][CH3:22])[CH:15]=2)[C:10]([CH:23]2[CH2:25][CH2:24]2)=[N:9]1)[C:2]1[CH:7]=[CH:6][CH:5]=[CH:4][CH:3]=1.[CH2:26]=O, predict the reaction product. The product is: [CH2:1]([N:8]1[C:12]2[N:13]=[CH:26][C:19]3[CH:18]=[C:17]([Br:20])[C:16]([O:21][CH3:22])=[CH:15][C:14]=3[C:11]=2[C:10]([CH:23]2[CH2:25][CH2:24]2)=[N:9]1)[C:2]1[CH:7]=[CH:6][CH:5]=[CH:4][CH:3]=1. (7) Given the reactants [O:1]=[C:2]1[NH:7][C:6]2[CH:8]=[C:9]([CH2:12][N:13]3[CH2:18][CH2:17][N:16]([C:19]4[CH:27]=[CH:26][C:22]([C:23]([OH:25])=O)=[CH:21][N:20]=4)[CH2:15][CH2:14]3)[CH:10]=[N:11][C:5]=2[N:4]2[CH2:28][CH2:29][CH2:30][CH2:31][C@@H:3]12.C([N:34](C(C)C)[CH:35]([CH3:37])[CH3:36])C.CC(N)C, predict the reaction product. The product is: [CH:35]([NH:34][C:23](=[O:25])[C:22]1[CH:26]=[CH:27][C:19]([N:16]2[CH2:15][CH2:14][N:13]([CH2:12][C:9]3[CH:10]=[N:11][C:5]4[N:4]5[CH2:28][CH2:29][CH2:30][CH2:31][C@H:3]5[C:2](=[O:1])[NH:7][C:6]=4[CH:8]=3)[CH2:18][CH2:17]2)=[N:20][CH:21]=1)([CH3:37])[CH3:36]. (8) Given the reactants Br[C:2]1[N:7]=[C:6]([C:8]([OH:10])=[O:9])[CH:5]=[N:4][C:3]=1[Cl:11].[NH:12]1[CH2:17][CH2:16][CH2:15][CH2:14][CH2:13]1.[CH3:18]N(C=O)C, predict the reaction product. The product is: [CH3:18][O:10][C:8]([C:6]1[CH:5]=[N:4][C:3]([Cl:11])=[C:2]([N:12]2[CH2:17][CH2:16][CH2:15][CH2:14][CH2:13]2)[N:7]=1)=[O:9].